From a dataset of Catalyst prediction with 721,799 reactions and 888 catalyst types from USPTO. Predict which catalyst facilitates the given reaction. (1) Reactant: [Si:1]([O:8][CH2:9][C:10]1[CH:11]=[C:12]([CH2:25][CH2:26][C:27]2[CH:28]=[C:29](/[C:33](/[CH2:37][CH3:38])=[CH:34]/[CH2:35][OH:36])[CH:30]=[CH:31][CH:32]=2)[CH:13]=[CH:14][C:15]=1[CH2:16][O:17][Si:18]([C:21]([CH3:24])([CH3:23])[CH3:22])([CH3:20])[CH3:19])([C:4]([CH3:7])([CH3:6])[CH3:5])([CH3:3])[CH3:2]. Product: [Si:1]([O:8][CH2:9][C:10]1[CH:11]=[C:12]([CH2:25][CH2:26][C:27]2[CH:28]=[C:29](/[C:33](/[CH2:37][CH3:38])=[CH:34]/[CH:35]=[O:36])[CH:30]=[CH:31][CH:32]=2)[CH:13]=[CH:14][C:15]=1[CH2:16][O:17][Si:18]([C:21]([CH3:23])([CH3:24])[CH3:22])([CH3:20])[CH3:19])([C:4]([CH3:7])([CH3:6])[CH3:5])([CH3:3])[CH3:2]. The catalyst class is: 327. (2) Reactant: [CH:1]1([N:4]([CH2:18][C:19]2[O:23][C:22]([C:24](OCC)=[O:25])=[N:21][N:20]=2)[S:5]([C:8]2[C:13]([CH3:14])=[CH:12][C:11]([O:15][CH3:16])=[CH:10][C:9]=2[CH3:17])(=[O:7])=[O:6])[CH2:3][CH2:2]1.[CH3:29][N:30]([CH3:40])[CH2:31][CH2:32][CH2:33][N:34]1[CH2:39][CH2:38][NH:37][CH2:36][CH2:35]1.C[Al](C)C. Product: [NH3:4].[CH:1]1([N:4]([CH2:18][C:19]2[O:23][C:22]([C:24]([N:37]3[CH2:38][CH2:39][N:34]([CH2:33][CH2:32][CH2:31][N:30]([CH3:29])[CH3:40])[CH2:35][CH2:36]3)=[O:25])=[N:21][N:20]=2)[S:5]([C:8]2[C:13]([CH3:14])=[CH:12][C:11]([O:15][CH3:16])=[CH:10][C:9]=2[CH3:17])(=[O:7])=[O:6])[CH2:3][CH2:2]1. The catalyst class is: 26.